This data is from Full USPTO retrosynthesis dataset with 1.9M reactions from patents (1976-2016). The task is: Predict the reactants needed to synthesize the given product. (1) Given the product [CH3:12][C:13]1[CH:20]=[CH:19][CH:18]=[C:17]([CH3:21])[C:14]=1[CH2:15][O:1][C:2]1[C:3]([O:10][CH3:11])=[C:4]([CH:7]=[CH:8][CH:9]=1)[CH:5]=[O:6], predict the reactants needed to synthesize it. The reactants are: [OH:1][C:2]1[C:3]([O:10][CH3:11])=[C:4]([CH:7]=[CH:8][CH:9]=1)[CH:5]=[O:6].[CH3:12][C:13]1[CH:20]=[CH:19][CH:18]=[C:17]([CH3:21])[C:14]=1[CH2:15]Cl.C([O-])([O-])=O.[K+].[K+]. (2) The reactants are: N[C@@H:2]([CH3:6])[C:3]([OH:5])=[O:4].N([O-])=O.[Na+]. Given the product [C:3]([O:5][C@H:2]([CH3:6])[C:3]([OH:5])=[O:4])(=[O:4])[CH3:2], predict the reactants needed to synthesize it. (3) Given the product [C:31]1([NH:32][C:33]([N:13]2[CH2:12][CH2:11][N:10]([CH2:14][C:15]3[CH:20]=[CH:19][C:18]([C:21]4[CH:26]=[CH:25][CH:24]=[CH:23][C:22]=4[C:27]([F:30])([F:28])[F:29])=[CH:17][CH:16]=3)[CH2:9][CH:8]2[CH2:1][C:2]2[CH:7]=[CH:6][CH:5]=[CH:4][CH:3]=2)=[O:34])[CH:9]=[CH:8][CH:1]=[CH:2][CH:3]=1, predict the reactants needed to synthesize it. The reactants are: [CH2:1]([CH:8]1[NH:13][CH2:12][CH2:11][N:10]([CH2:14][C:15]2[CH:20]=[CH:19][C:18]([C:21]3[CH:26]=[CH:25][CH:24]=[CH:23][C:22]=3[C:27]([F:30])([F:29])[F:28])=[CH:17][CH:16]=2)[CH2:9]1)[C:2]1[CH:7]=[CH:6][CH:5]=[CH:4][CH:3]=1.[CH3:31][N:32]=[C:33]=[O:34].